From a dataset of Retrosynthesis with 50K atom-mapped reactions and 10 reaction types from USPTO. Predict the reactants needed to synthesize the given product. (1) Given the product COc1ccc2c(c1)cc(-c1ccccc1)n2Cc1cccc(C#N)n1, predict the reactants needed to synthesize it. The reactants are: COc1ccc2[nH]c(-c3ccccc3)cc2c1.N#Cc1cccc(CCl)n1. (2) Given the product CCC1CC(NCc2ccccc2)CC(Cc2ccccc2)N1C(=O)OC(C)(C)C, predict the reactants needed to synthesize it. The reactants are: CCC1CC(=O)CC(Cc2ccccc2)N1C(=O)OC(C)(C)C.NCc1ccccc1. (3) Given the product COc1nc2ccccc2nc1C(=O)Nc1nnn[nH]1, predict the reactants needed to synthesize it. The reactants are: COc1nc2ccccc2nc1C(=O)O.Nc1nnn[nH]1. (4) Given the product COC(=O)CCc1cccc(OCc2ccc(Br)c(C)c2)c1, predict the reactants needed to synthesize it. The reactants are: COC(=O)CCc1cccc(O)c1.Cc1cc(CCl)ccc1Br. (5) Given the product CC(C)(C)OC(=O)NC(=N)N(Cc1ccc(O[Si](C)(C)C(C)(C)C)c(Br)c1)C(=O)OC(C)(C)C, predict the reactants needed to synthesize it. The reactants are: CC(C)(C)OC(=O)NC(=N)NC(=O)OC(C)(C)C.CC(C)(C)[Si](C)(C)Oc1ccc(CO)cc1Br. (6) Given the product OC1(c2ccc(Br)cc2)CCN(Cc2ccccc2)CC1, predict the reactants needed to synthesize it. The reactants are: BrCc1ccccc1.OC1(c2ccc(Br)cc2)CCNCC1. (7) The reactants are: CCCc1cc2cc(C(=O)N(C)C)cc(COc3ccc(CCC(=O)OCC)c(C)c3C)c2o1. Given the product CCCc1cc2cc(C(=O)N(C)C)cc(COc3ccc(CCC(=O)O)c(C)c3C)c2o1, predict the reactants needed to synthesize it. (8) Given the product COC(=O)Nc1cc(C(C)(C)C)cc(NC(=O)Nc2ccc(Oc3ccnc(C(=O)N(C)C)c3)c3ccccc23)c1OC, predict the reactants needed to synthesize it. The reactants are: CNC.COC(=O)Nc1cc(C(C)(C)C)cc(NC(=O)Nc2ccc(Oc3ccnc(C(=O)O)c3)c3ccccc23)c1OC. (9) The reactants are: Cc1nc(-c2ccccc2)sc1-c1ccc(N)c(C#Cc2ccccc2Cl)c1. Given the product Cc1nc(-c2ccccc2)sc1-c1ccc2[nH]c(-c3ccccc3Cl)cc2c1, predict the reactants needed to synthesize it. (10) Given the product CCNC(=O)NOCC(=O)N[C@@H](CCCCNC(=O)OC(C)(C)C)C(=O)N(Cc1cccc2ccccc12)[C@@H](C)C(OCC)OCC, predict the reactants needed to synthesize it. The reactants are: CCNC(=O)NOCC(=O)O.CCOC(OCC)[C@H](C)N(Cc1cccc2ccccc12)C(=O)[C@@H](N)CCCCNC(=O)OC(C)(C)C.